This data is from Peptide-MHC class I binding affinity with 185,985 pairs from IEDB/IMGT. The task is: Regression. Given a peptide amino acid sequence and an MHC pseudo amino acid sequence, predict their binding affinity value. This is MHC class I binding data. (1) The peptide sequence is LAYFPVFRFLNGS. The MHC is HLA-B15:01 with pseudo-sequence HLA-B15:01. The binding affinity (normalized) is 0. (2) The peptide sequence is QLSLRMLSL. The MHC is HLA-A11:01 with pseudo-sequence HLA-A11:01. The binding affinity (normalized) is 0.0847. (3) The peptide sequence is DLLNVTYNIK. The MHC is HLA-A31:01 with pseudo-sequence HLA-A31:01. The binding affinity (normalized) is 0.110. (4) The peptide sequence is MEDGTIVFSL. The MHC is HLA-A02:03 with pseudo-sequence HLA-A02:03. The binding affinity (normalized) is 0.0413. (5) The peptide sequence is GSVVASQIF. The MHC is HLA-B15:01 with pseudo-sequence HLA-B15:01. The binding affinity (normalized) is 0.255.